This data is from Full USPTO retrosynthesis dataset with 1.9M reactions from patents (1976-2016). The task is: Predict the reactants needed to synthesize the given product. (1) Given the product [N:11]1([CH2:10][CH2:9][O:8][C:7]2[CH:16]=[CH:17][C:4]([NH2:1])=[CH:5][CH:6]=2)[CH:15]=[CH:14][N:13]=[CH:12]1, predict the reactants needed to synthesize it. The reactants are: [N+:1]([C:4]1[CH:17]=[CH:16][C:7]([O:8][CH2:9][CH2:10][N:11]2[CH:15]=[CH:14][N:13]=[CH:12]2)=[CH:6][CH:5]=1)([O-])=O. (2) Given the product [C:1]([C:5]1[N:6]=[C:7]2[CH:12]=[C:11]([NH:43][C:46](=[O:31])[O:52][C:48]([CH3:51])([CH3:50])[CH3:49])[CH:10]=[CH:9][N:8]2[C:16]=1[CH2:17][CH:18]1[CH2:23][CH2:22][CH2:21][CH2:20][CH2:19]1)([CH3:4])([CH3:2])[CH3:3], predict the reactants needed to synthesize it. The reactants are: [C:1]([C:5]1[N:6]=[C:7]2[CH:12]=[C:11](C(O)=O)[CH:10]=[CH:9][N:8]2[C:16]=1[CH2:17][CH:18]1[CH2:23][CH2:22][CH2:21][CH2:20][CH2:19]1)([CH3:4])([CH3:3])[CH3:2].C1(P(N=[N+]=[N-])(C2C=CC=CC=2)=[O:31])C=CC=CC=1.C([N:43]([CH2:46]C)CC)C.[C:48]([OH:52])([CH3:51])([CH3:50])[CH3:49]. (3) Given the product [CH2:17]([O:16][C:12](=[O:15])[CH2:13][CH:14]1[C:5]2[CH:4]=[C:3]([O:2][CH3:1])[CH:11]=[CH:10][C:6]=2[C:7](=[O:9])[O:8]1)[CH2:18][CH2:19][CH3:20], predict the reactants needed to synthesize it. The reactants are: [CH3:1][O:2][C:3]1[CH:11]=[CH:10][C:6]([C:7]([OH:9])=[O:8])=[CH:5][CH:4]=1.[C:12]([O:16][CH2:17][CH2:18][CH2:19][CH3:20])(=[O:15])[CH:13]=[CH2:14]. (4) The reactants are: [Cl:1][C:2]1[C:3](F)=[CH:4][C:5]([F:18])=[C:6]([CH:17]=1)[C:7]([O:9][C:10]1[CH:15]=[CH:14][C:13]([CH3:16])=[CH:12][CH:11]=1)=[O:8].[Cl:20][C:21]1[CH:22]=[C:23]([OH:30])[CH:24]=[N:25][C:26]=1[CH:27]1[CH2:29][CH2:28]1.C(=O)([O-])[O-].[K+].[K+]. Given the product [Cl:1][C:2]1[C:3]([O:30][C:23]2[CH:24]=[N:25][C:26]([CH:27]3[CH2:29][CH2:28]3)=[C:21]([Cl:20])[CH:22]=2)=[CH:4][C:5]([F:18])=[C:6]([CH:17]=1)[C:7]([O:9][C:10]1[CH:15]=[CH:14][C:13]([CH3:16])=[CH:12][CH:11]=1)=[O:8], predict the reactants needed to synthesize it. (5) Given the product [CH2:1]([O:8][C@H:9]1[O:18][C@H:17]2[C@@H:12]([O:13][CH:14]([C:19]3[CH:20]=[CH:21][CH:22]=[CH:23][CH:24]=3)[O:15][CH2:16]2)[C@H:11]([O:25][Si:26]([C:29]([CH3:31])([CH3:30])[CH3:32])([CH3:27])[CH3:28])[C@@H:10]1[OH:33])[C:2]1[CH:3]=[CH:4][CH:5]=[CH:6][CH:7]=1, predict the reactants needed to synthesize it. The reactants are: [CH2:1]([O:8][C@H:9]1[O:18][C@H:17]2[C@@H:12]([O:13][C@H:14]([C:19]3[CH:24]=[CH:23][CH:22]=[CH:21][CH:20]=3)[O:15][CH2:16]2)[C@H:11]([O:25][Si:26]([C:29]([CH3:32])([CH3:31])[CH3:30])([CH3:28])[CH3:27])[C@@H:10]1[OH:33])[C:2]1[CH:7]=[CH:6][CH:5]=[CH:4][CH:3]=1.[H-].[Na+].C1C=CC(CBr)=CC=1. (6) Given the product [F:28][C:21]1[CH:20]=[C:19]([CH:29]([NH:31][C:32]([C:34]2[N:35]=[C:36]([C:4]3[CH:5]=[CH:6][C:1]([C:10]4[CH:15]=[CH:14][CH:13]=[CH:12][CH:11]=4)=[CH:2][CH:3]=3)[O:37][CH:38]=2)=[O:33])[CH3:30])[CH:18]=[C:17]([F:16])[C:22]=1[NH:23][S:24]([CH3:27])(=[O:26])=[O:25], predict the reactants needed to synthesize it. The reactants are: [C:1]1([C:10]2[CH:15]=[CH:14][CH:13]=[CH:12][CH:11]=2)[CH:6]=[CH:5][C:4](B(O)O)=[CH:3][CH:2]=1.[F:16][C:17]1[CH:18]=[C:19]([CH:29]([NH:31][C:32]([C:34]2[N:35]=[C:36](Cl)[O:37][CH:38]=2)=[O:33])[CH3:30])[CH:20]=[C:21]([F:28])[C:22]=1[NH:23][S:24]([CH3:27])(=[O:26])=[O:25].C([O-])([O-])=O.[Cs+].[Cs+]. (7) Given the product [O:18]([C:19]1[CH:24]=[C:23]([CH2:25][OH:26])[CH:22]=[CH:21][C:20]=1[CH2:30][C:31]1[CH:32]=[CH:33][C:34]([CH2:37][CH3:38])=[CH:35][CH:36]=1)[C@@H:17]1[O:39][C@H:40]([CH2:52][OH:53])[CH2:41][C@H:42]([OH:43])[C@H:16]1[OH:15], predict the reactants needed to synthesize it. The reactants are: C(=O)([O-])[O-].[K+].[K+].C([O:15][C@@H:16]1[C@@H:42]([O:43]C(=O)C2C=CC=CC=2)[CH2:41][C@@H:40]([CH2:52][O:53]C(=O)C2C=CC=CC=2)[O:39][C@H:17]1[O:18][C:19]1[CH:24]=[C:23]([CH2:25][O:26]C(=O)C)[CH:22]=[CH:21][C:20]=1[CH2:30][C:31]1[CH:36]=[CH:35][C:34]([CH2:37][CH3:38])=[CH:33][CH:32]=1)(=O)C1C=CC=CC=1. (8) Given the product [CH3:1][O:2][C:3]1[CH:4]=[CH:5][C:6]2[O:10][C:9]([CH:11]([NH:18][C:19]3[CH:20]=[CH:21][C:22]([C:23]([NH:37][CH2:36][CH2:35][C:34]([O:33][CH2:31][CH3:32])=[O:38])=[O:24])=[CH:26][CH:27]=3)[CH2:12][CH2:13][CH2:14][CH2:15][CH2:16][CH3:17])=[C:8]([CH3:28])[C:7]=2[CH:29]=1, predict the reactants needed to synthesize it. The reactants are: [CH3:1][O:2][C:3]1[CH:4]=[CH:5][C:6]2[O:10][C:9]([CH:11]([NH:18][C:19]3[CH:27]=[CH:26][C:22]([C:23](O)=[O:24])=[CH:21][CH:20]=3)[CH2:12][CH2:13][CH2:14][CH2:15][CH2:16][CH3:17])=[C:8]([CH3:28])[C:7]=2[CH:29]=1.Cl.[CH2:31]([O:33][C:34](=[O:38])[CH2:35][CH2:36][NH2:37])[CH3:32].O.ON1C2C=CC=CC=2N=N1.Cl.C(N=C=NCCCN(C)C)C.[Cl-].[NH4+]. (9) The reactants are: Cl.[F:2][C:3]1[CH:8]=[CH:7][C:6]([NH:9]N)=[CH:5][CH:4]=1.[O:11]1[C:20]2[C:15](=[CH:16][CH:17]=[CH:18][CH:19]=2)[C:14](=O)[CH2:13][CH2:12]1. Given the product [F:2][C:3]1[CH:8]=[C:7]2[C:6](=[CH:5][CH:4]=1)[NH:9][C:14]1[C:15]3[CH:16]=[CH:17][CH:18]=[CH:19][C:20]=3[O:11][CH2:12][C:13]2=1, predict the reactants needed to synthesize it. (10) Given the product [CH3:12][O:13][C:2]1[C:7]([C:8]([NH2:10])=[O:9])=[C:6]([O:16][CH3:15])[N:5]=[CH:4][N:3]=1, predict the reactants needed to synthesize it. The reactants are: Cl[C:2]1[C:7]([C:8]([NH2:10])=[O:9])=[C:6](Cl)[N:5]=[CH:4][N:3]=1.[CH3:12][O-:13].[Na+].[CH3:15][OH:16].